This data is from Forward reaction prediction with 1.9M reactions from USPTO patents (1976-2016). The task is: Predict the product of the given reaction. Given the reactants [CH2:1]([N:8]1[CH2:16][C:15]2[C:10](=[CH:11][CH:12]=[C:13](Br)[CH:14]=2)[CH2:9]1)[C:2]1[CH:7]=[CH:6][CH:5]=[CH:4][CH:3]=1.[O:18]1[CH2:22][CH2:21][C:20](=[O:23])[CH2:19]1, predict the reaction product. The product is: [CH2:1]([N:8]1[CH2:16][C:15]2[C:10](=[CH:11][CH:12]=[C:13]([C:20]3([OH:23])[CH2:21][CH2:22][O:18][CH2:19]3)[CH:14]=2)[CH2:9]1)[C:2]1[CH:7]=[CH:6][CH:5]=[CH:4][CH:3]=1.